Dataset: Reaction yield outcomes from USPTO patents with 853,638 reactions. Task: Predict the reaction yield, written as a fraction of the theoretical maximum amount of product (1.0 means a 100% yield; for example, 0.34 means a 34% yield). The reactants are [C:1]([O:9][CH2:10][CH3:11])(=[O:8])[CH2:2][C:3]([O:5][CH2:6][CH3:7])=[O:4].[H-].[Na+].Cl[C:15]1[CH:20]=[CH:19][C:18]([O:21][CH3:22])=[CH:17][C:16]=1[N+:23]([O-:25])=[O:24].[NH4+].[Cl-]. The catalyst is CN(C=O)C. The product is [CH3:22][O:21][C:18]1[CH:19]=[CH:20][C:15]([CH:2]([C:3]([O:5][CH2:6][CH3:7])=[O:4])[C:1]([O:9][CH2:10][CH3:11])=[O:8])=[C:16]([N+:23]([O-:25])=[O:24])[CH:17]=1. The yield is 0.750.